Dataset: Full USPTO retrosynthesis dataset with 1.9M reactions from patents (1976-2016). Task: Predict the reactants needed to synthesize the given product. (1) Given the product [CH2:1]([O:5][CH2:6][CH2:7][O:8][C:9]1[CH:10]=[CH:11][C:12]([C:15]2[CH:33]=[N:32][C:18]3[N:19]([CH2:28][CH:29]([CH3:30])[CH3:31])[CH2:20][CH2:21][C:22]([C:24]([OH:26])=[O:25])=[CH:23][C:17]=3[CH:16]=2)=[CH:13][CH:14]=1)[CH2:2][CH2:3][CH3:4], predict the reactants needed to synthesize it. The reactants are: [CH2:1]([O:5][CH2:6][CH2:7][O:8][C:9]1[CH:14]=[CH:13][C:12]([C:15]2[CH:33]=[N:32][C:18]3[N:19]([CH2:28][CH:29]([CH3:31])[CH3:30])[CH2:20][CH2:21][C:22]([C:24]([O:26]C)=[O:25])=[CH:23][C:17]=3[CH:16]=2)=[CH:11][CH:10]=1)[CH2:2][CH2:3][CH3:4].[OH-].[Na+].O.Cl. (2) Given the product [CH3:1][N:2]1[CH2:6][CH2:5][N:4]=[C:3]1[C:7]1[CH:12]=[CH:11][C:10]([NH:13][C:14](=[O:38])[CH:15]([CH2:35][C:36]([OH:37])=[O:39])[NH:16][C:17]([NH:19][C:20]2[CH:25]=[CH:24][C:23]([Cl:26])=[CH:22][CH:21]=2)=[O:18])=[CH:9][CH:8]=1, predict the reactants needed to synthesize it. The reactants are: [CH3:1][N:2]1[CH2:6][CH2:5][N:4]=[C:3]1[C:7]1[CH:12]=[CH:11][C:10]([NH:13][C:14](=[O:38])[C:15]([CH:35]=[C:36]=[O:37])(OCC2C=CC=CC=2)[NH:16][C:17]([NH:19][C:20]2[CH:25]=[CH:24][C:23]([Cl:26])=[CH:22][CH:21]=2)=[O:18])=[CH:9][CH:8]=1.[OH-:39].[Na+]. (3) Given the product [OH:22][CH2:21][CH2:20][O:19][CH2:18][CH2:17][CH2:16][CH2:15][N:14]([CH:11]1[CH2:12][CH2:13][N:8]([CH2:1][C:2]2[CH:7]=[CH:6][CH:5]=[CH:4][CH:3]=2)[CH2:9][CH2:10]1)[CH:24]([CH3:26])[CH3:25], predict the reactants needed to synthesize it. The reactants are: [CH2:1]([N:8]1[CH2:13][CH2:12][CH:11]([N:14]([CH:24]([CH3:26])[CH3:25])[C:15](=O)[CH2:16][CH2:17][CH2:18][O:19][CH2:20][CH2:21][OH:22])[CH2:10][CH2:9]1)[C:2]1[CH:7]=[CH:6][CH:5]=[CH:4][CH:3]=1.[H-].[Al+3].[Li+].[H-].[H-].[H-].